Dataset: Full USPTO retrosynthesis dataset with 1.9M reactions from patents (1976-2016). Task: Predict the reactants needed to synthesize the given product. (1) Given the product [CH2:1]([N:8]1[CH2:14][CH2:15][O:16][CH:10]([C:11]#[N:12])[CH2:9]1)[C:2]1[CH:7]=[CH:6][CH:5]=[CH:4][CH:3]=1, predict the reactants needed to synthesize it. The reactants are: [CH2:1]([N:8]([CH2:14][CH2:15][OH:16])[CH2:9][CH:10](Cl)[C:11]#[N:12])[C:2]1[CH:7]=[CH:6][CH:5]=[CH:4][CH:3]=1.C([O-])(C)(C)C.[K+].C(=O)([O-])[O-].[Na+].[Na+]. (2) Given the product [CH2:1]([N:8]1[CH2:14][CH:13]([C:15]2[CH:20]=[CH:19][C:18]([Cl:21])=[C:17]([Cl:22])[CH:16]=2)[CH:12]([CH2:23][O:24][Si:32]([C:35]([CH3:38])([CH3:37])[CH3:36])([CH3:34])[CH3:33])[O:11][CH2:10][CH2:9]1)[C:2]1[CH:7]=[CH:6][CH:5]=[CH:4][CH:3]=1, predict the reactants needed to synthesize it. The reactants are: [CH2:1]([N:8]1[CH2:14][CH:13]([C:15]2[CH:20]=[CH:19][C:18]([Cl:21])=[C:17]([Cl:22])[CH:16]=2)[CH:12]([CH2:23][OH:24])[O:11][CH2:10][CH2:9]1)[C:2]1[CH:7]=[CH:6][CH:5]=[CH:4][CH:3]=1.C(N(CC)CC)C.[Si:32](Cl)([C:35]([CH3:38])([CH3:37])[CH3:36])([CH3:34])[CH3:33].O. (3) Given the product [Br:1][C:2]1[C:11]2[C:6](=[CH:7][C:8]([Cl:12])=[CH:9][CH:10]=2)[CH:5]=[N+:4]([O-:21])[CH:3]=1, predict the reactants needed to synthesize it. The reactants are: [Br:1][C:2]1[C:11]2[C:6](=[CH:7][C:8]([Cl:12])=[CH:9][CH:10]=2)[CH:5]=[N:4][CH:3]=1.C1C=C(Cl)C=C(C(OO)=[O:21])C=1.CCOCC. (4) Given the product [N:10]([C:7]1[CH:6]=[CH:5][C:4]([CH2:3][O:2][C:1]([N:26]2[C@H:27]([C:29]([OH:31])=[O:30])[CH2:28][S:24][CH2:25]2)=[O:23])=[CH:9][CH:8]=1)=[N+:11]=[N-:12], predict the reactants needed to synthesize it. The reactants are: [C:1](=[O:23])(OC1C=CC([N+]([O-])=O)=CC=1)[O:2][CH2:3][C:4]1[CH:9]=[CH:8][C:7]([N:10]=[N+:11]=[N-:12])=[CH:6][CH:5]=1.[S:24]1[CH2:28][C@@H:27]([C:29]([OH:31])=[O:30])[NH:26][CH2:25]1.C(N(CC)CC)C.C(O)=O. (5) Given the product [Cl:1][C:2]1[C:6]([NH2:7])=[CH:5][N:4]([C:10]2[CH:11]=[N:12][CH:13]=[CH:14][CH:15]=2)[N:3]=1, predict the reactants needed to synthesize it. The reactants are: [Cl:1][C:2]1[C:6]([N+:7]([O-])=O)=[CH:5][N:4]([C:10]2[CH:11]=[N:12][CH:13]=[CH:14][CH:15]=2)[N:3]=1.C(O)(=O)C.C(O)C. (6) The reactants are: [CH3:1][N:2]([C:10]1[CH:15]=[CH:14][C:13]([C:16]([OH:25])([C:21]([F:24])([F:23])[F:22])[C:17]([F:20])([F:19])[F:18])=[CH:12][CH:11]=1)[C@H:3]([C:5](OCC)=[O:6])[CH3:4].CN(C1C=CC(C(O)(C(F)(F)F)C(F)(F)F)=CC=1)CC(OCC)=O. Given the product [CH3:1][N:2]([C:10]1[CH:15]=[CH:14][C:13]([C:16]([OH:25])([C:17]([F:20])([F:18])[F:19])[C:21]([F:23])([F:24])[F:22])=[CH:12][CH:11]=1)[CH:3]([CH3:4])[CH2:5][OH:6], predict the reactants needed to synthesize it. (7) Given the product [CH2:1]([N:3]1[C:7]2[C:8]([NH:12][C:29](=[S:30])[NH:28][C:19]3[CH:20]=[C:21]([S:24]([NH2:27])(=[O:26])=[O:25])[CH:22]=[CH:23][C:18]=3[O:17][CH:14]([CH3:16])[CH3:15])=[CH:9][CH:10]=[CH:11][C:6]=2[N:5]=[C:4]1[CH3:13])[CH3:2], predict the reactants needed to synthesize it. The reactants are: [CH2:1]([N:3]1[C:7]2[C:8]([NH2:12])=[CH:9][CH:10]=[CH:11][C:6]=2[N:5]=[C:4]1[CH3:13])[CH3:2].[CH:14]([O:17][C:18]1[CH:23]=[CH:22][C:21]([S:24]([NH2:27])(=[O:26])=[O:25])=[CH:20][C:19]=1[N:28]=[C:29]=[S:30])([CH3:16])[CH3:15].